From a dataset of Reaction yield outcomes from USPTO patents with 853,638 reactions. Predict the reaction yield, written as a fraction of the theoretical maximum amount of product (1.0 means a 100% yield; for example, 0.34 means a 34% yield). (1) The reactants are [CH3:1][S:2][C:3]1[O:4][C:5]2[CH:11]=[C:10]([C:12](OC)=[O:13])[CH:9]=[CH:8][C:6]=2[N:7]=1.[H-].C([Al+]CC(C)C)C(C)C. The catalyst is C(Cl)Cl. The product is [CH3:1][S:2][C:3]1[O:4][C:5]2[CH:11]=[C:10]([CH2:12][OH:13])[CH:9]=[CH:8][C:6]=2[N:7]=1. The yield is 0.540. (2) The yield is 0.0700. The product is [CH3:1][S:2]([C:5]1[CH:6]=[C:7]([C:11]2[CH:16]=[CH:15][C:14]([C:17]3[N:21]([CH2:22][C:23]([O:25][CH2:31][S:32][CH3:33])=[O:24])[N:20]=[C:19]([C:26]([F:29])([F:27])[F:28])[CH:18]=3)=[CH:13][CH:12]=2)[CH:8]=[CH:9][CH:10]=1)(=[O:3])=[O:4]. The catalyst is CN(C=O)C.O. The reactants are [CH3:1][S:2]([C:5]1[CH:6]=[C:7]([C:11]2[CH:16]=[CH:15][C:14]([C:17]3[N:21]([CH2:22][C:23]([OH:25])=[O:24])[N:20]=[C:19]([C:26]([F:29])([F:28])[F:27])[CH:18]=3)=[CH:13][CH:12]=2)[CH:8]=[CH:9][CH:10]=1)(=[O:4])=[O:3].Cl[CH2:31][S:32][CH3:33].C(=O)([O-])[O-].[K+].[K+]. (3) The reactants are [Cl:1][C:2]1[CH:7]=[CH:6][C:5]([CH:8]([N:14]([C:23]2[CH:24]=[C:25]([CH3:33])[C:26]3[N:27]([C:29](C)=NN=3)[CH:28]=2)[C:15](=[O:22])[CH2:16][C:17]([CH:19]2[CH2:21][CH2:20]2)=[O:18])[C:9]([O:11]CC)=O)=[CH:4][CH:3]=1.[F-].[Cs+].CN(C=[O:40])C. No catalyst specified. The product is [Cl:1][C:2]1[CH:3]=[CH:4][C:5]([CH:8]2[N:14]([C:23]3[CH:24]=[C:25]([CH3:33])[C:26](=[O:40])[N:27]([CH3:29])[CH:28]=3)[C:15](=[O:22])[CH:16]([C:17]([CH:19]3[CH2:20][CH2:21]3)=[O:18])[C:9]2=[O:11])=[CH:6][CH:7]=1. The yield is 0.700. (4) The reactants are C([O:3][C:4]([C:6]1([NH:11][C:12]([CH:14]2[CH2:18][CH:17]([O:19][C:20]3[C:29]4[C:24](=[CH:25][CH:26]=[CH:27][CH:28]=4)[N:23]=[C:22]([C:30]4[CH:35]=[CH:34][CH:33]=[CH:32][CH:31]=4)[N:21]=3)[CH2:16][CH:15]2[C:36](=[O:45])[N:37]([CH2:39][CH2:40][CH2:41][CH2:42][CH:43]=[CH2:44])[CH3:38])=[O:13])[CH2:8][CH:7]1[CH:9]=[CH2:10])=[O:5])C.[Li+].[OH-]. The catalyst is CN(C=O)C. The product is [CH2:39]([N:37]([CH3:38])[C:36]([CH:15]1[CH2:16][CH:17]([O:19][C:20]2[C:29]3[C:24](=[CH:25][CH:26]=[CH:27][CH:28]=3)[N:23]=[C:22]([C:30]3[CH:35]=[CH:34][CH:33]=[CH:32][CH:31]=3)[N:21]=2)[CH2:18][CH:14]1[C:12]([NH:11][C:6]1([C:4]([OH:5])=[O:3])[CH2:8][CH:7]1[CH:9]=[CH2:10])=[O:13])=[O:45])[CH2:40][CH2:41][CH2:42][CH:43]=[CH2:44]. The yield is 0.490.